This data is from Forward reaction prediction with 1.9M reactions from USPTO patents (1976-2016). The task is: Predict the product of the given reaction. (1) Given the reactants [CH2:1]([O:3][C:4]1[CH:9]=[C:8]([CH2:10][N:11]2[CH2:16][CH2:15][CH:14]([NH:17][C:18](=[O:28])[C:19]3[CH:24]=[C:23]([O:25][CH3:26])[CH:22]=[C:21]([OH:27])[CH:20]=3)[CH2:13][CH2:12]2)[CH:7]=[C:6]([O:29][CH2:30][CH3:31])[C:5]=1[C:32]1[CH:37]=[CH:36][C:35]([F:38])=[CH:34][CH:33]=1)[CH3:2].[CH3:39][S:40](Cl)(=[O:42])=[O:41].C(N(C(C)C)C(C)C)C, predict the reaction product. The product is: [CH2:1]([O:3][C:4]1[CH:9]=[C:8]([CH2:10][N:11]2[CH2:16][CH2:15][CH:14]([NH:17][C:18]([C:19]3[CH:20]=[C:21]([O:27][S:40]([CH3:39])(=[O:42])=[O:41])[CH:22]=[C:23]([O:25][CH3:26])[CH:24]=3)=[O:28])[CH2:13][CH2:12]2)[CH:7]=[C:6]([O:29][CH2:30][CH3:31])[C:5]=1[C:32]1[CH:37]=[CH:36][C:35]([F:38])=[CH:34][CH:33]=1)[CH3:2]. (2) The product is: [C:10]1([C:8]2[N:7]([CH2:25][O:24][CH2:23][CH2:22][Si:19]([CH3:21])([CH3:20])[CH3:18])[N:6]=[C:5]([C:3]([O:2][CH3:1])=[O:4])[CH:9]=2)[CH:15]=[CH:14][CH:13]=[CH:12][CH:11]=1. Given the reactants [CH3:1][O:2][C:3]([C:5]1[CH:9]=[C:8]([C:10]2[CH:15]=[CH:14][CH:13]=[CH:12][CH:11]=2)[NH:7][N:6]=1)=[O:4].[H-].[Na+].[CH3:18][Si:19]([CH2:22][CH2:23][O:24][CH2:25]Cl)([CH3:21])[CH3:20], predict the reaction product. (3) Given the reactants Br[C:2]1[CH:11]=[C:10]2[C:5]([O:6][CH2:7][CH2:8][N:9]2[S:12]([C:15]2[CH:20]=[C:19]([Cl:21])[CH:18]=[CH:17][C:16]=2[O:22][CH3:23])(=[O:14])=[O:13])=[N:4][CH:3]=1.C(N(CC)CC)C.[C:31]([O:34][CH2:35][CH3:36])(=[O:33])C, predict the reaction product. The product is: [CH2:35]([O:34][C:31]([C:2]1[CH:11]=[C:10]2[C:5]([O:6][CH2:7][CH2:8][N:9]2[S:12]([C:15]2[CH:20]=[C:19]([Cl:21])[CH:18]=[CH:17][C:16]=2[O:22][CH3:23])(=[O:14])=[O:13])=[N:4][CH:3]=1)=[O:33])[CH3:36].